This data is from Reaction yield outcomes from USPTO patents with 853,638 reactions. The task is: Predict the reaction yield, written as a fraction of the theoretical maximum amount of product (1.0 means a 100% yield; for example, 0.34 means a 34% yield). The reactants are Br[C:2]1[CH:15]=[CH:14][C:5]([O:6][CH:7]2[CH2:12][CH2:11][N:10]([CH3:13])[CH2:9][CH2:8]2)=[C:4]([O:16][CH3:17])[CH:3]=1.[B:18]1([B:18]2[O:22][C:21]([CH3:24])([CH3:23])[C:20]([CH3:26])([CH3:25])[O:19]2)[O:22][C:21]([CH3:24])([CH3:23])[C:20]([CH3:26])([CH3:25])[O:19]1.CC([O-])=O.[K+]. The catalyst is CN(C=O)C. The product is [CH3:17][O:16][C:4]1[CH:3]=[C:2]([B:18]2[O:22][C:21]([CH3:24])([CH3:23])[C:20]([CH3:26])([CH3:25])[O:19]2)[CH:15]=[CH:14][C:5]=1[O:6][CH:7]1[CH2:12][CH2:11][N:10]([CH3:13])[CH2:9][CH2:8]1. The yield is 0.310.